From a dataset of Reaction yield outcomes from USPTO patents with 853,638 reactions. Predict the reaction yield, written as a fraction of the theoretical maximum amount of product (1.0 means a 100% yield; for example, 0.34 means a 34% yield). (1) The reactants are [CH3:1][O:2][C:3]([C:5]1[S:9][C:8]([N:10]2[CH2:15][CH2:14][NH:13][CH2:12][CH2:11]2)=[N:7][CH:6]=1)=[O:4].[C:16]1([C:26]2[CH:31]=[CH:30][CH:29]=[CH:28][CH:27]=2)[CH:21]=[CH:20][C:19]([S:22](Cl)(=[O:24])=[O:23])=[CH:18][CH:17]=1.C(N(CC)CC)C.O. The catalyst is ClCCl. The product is [CH3:1][O:2][C:3]([C:5]1[S:9][C:8]([N:10]2[CH2:11][CH2:12][N:13]([S:22]([C:19]3[CH:18]=[CH:17][C:16]([C:26]4[CH:31]=[CH:30][CH:29]=[CH:28][CH:27]=4)=[CH:21][CH:20]=3)(=[O:24])=[O:23])[CH2:14][CH2:15]2)=[N:7][CH:6]=1)=[O:4]. The yield is 0.512. (2) The reactants are [Cl:1][C:2]1[CH:3]=[C:4]([CH2:9][N:10]2[CH:14]=[C:13]([C:15]([NH:17][C:18]3[CH:19]=[C:20]4[C:25](=[CH:26][CH:27]=3)[CH2:24][N:23](C(OC(C)(C)C)=O)[CH2:22][CH2:21]4)=[O:16])[CH:12]=[N:11]2)[CH:5]=[CH:6][C:7]=1[Cl:8].Cl. The catalyst is CCOC(C)=O. The product is [ClH:1].[Cl:1][C:2]1[CH:3]=[C:4]([CH2:9][N:10]2[CH:14]=[C:13]([C:15]([NH:17][C:18]3[CH:19]=[C:20]4[C:25](=[CH:26][CH:27]=3)[CH2:24][NH:23][CH2:22][CH2:21]4)=[O:16])[CH:12]=[N:11]2)[CH:5]=[CH:6][C:7]=1[Cl:8]. The yield is 0.360. (3) The reactants are C([C:3]1([OH:12])[CH2:11][C:10]2[C:5](=[CH:6][CH:7]=[CH:8][CH:9]=2)[CH2:4]1)=C.O=[O+][O-].O=O.OS([O-])=O.[Na+].S(=O)(O)[O-]. The catalyst is CO.O. The product is [CH2:4]1[C:5]2[C:10](=[CH:9][CH:8]=[CH:7][CH:6]=2)[CH2:11][C:3]1=[O:12]. The yield is 0.610. (4) The reactants are O1CCCCC1[O:7][CH2:8][C:9]1[CH:13]=[C:12]([C:14]2[CH:19]=[C:18]([C:20]([F:23])([F:22])[F:21])[CH:17]=[C:16]([C:24]([F:27])([F:26])[F:25])[CH:15]=2)[O:11][N:10]=1.C(O)(C(F)(F)F)=O. The catalyst is C(Cl)Cl. The product is [F:27][C:24]([F:25])([F:26])[C:16]1[CH:15]=[C:14]([C:12]2[O:11][N:10]=[C:9]([CH2:8][OH:7])[CH:13]=2)[CH:19]=[C:18]([C:20]([F:21])([F:22])[F:23])[CH:17]=1. The yield is 0.690. (5) The reactants are [CH2:1]([O:19][CH2:20][CH2:21][N:22]([CH2:30][CH2:31][O:32][CH2:33][CH2:34][CH2:35][CH2:36][CH2:37][CH2:38][CH2:39][CH2:40]/[CH:41]=[CH:42]\[CH2:43][CH2:44][CH2:45][CH2:46][CH2:47][CH2:48][CH2:49][CH3:50])[CH2:23][CH2:24][C:25]([O:27]CC)=[O:26])[CH2:2][CH2:3][CH2:4][CH2:5][CH2:6][CH2:7][CH2:8]/[CH:9]=[CH:10]\[CH2:11][CH2:12][CH2:13][CH2:14][CH2:15][CH2:16][CH2:17][CH3:18].[OH-].[Na+].Cl. The catalyst is C(O)C. The product is [CH2:1]([O:19][CH2:20][CH2:21][N:22]([CH2:30][CH2:31][O:32][CH2:33][CH2:34][CH2:35][CH2:36][CH2:37][CH2:38][CH2:39][CH2:40][CH:41]=[CH:42][CH2:43][CH2:44][CH2:45][CH2:46][CH2:47][CH2:48][CH2:49][CH3:50])[CH2:23][CH2:24][C:25]([OH:27])=[O:26])[CH2:2][CH2:3][CH2:4][CH2:5][CH2:6][CH2:7][CH2:8][CH:9]=[CH:10][CH2:11][CH2:12][CH2:13][CH2:14][CH2:15][CH2:16][CH2:17][CH3:18]. The yield is 0.980. (6) The reactants are [NH2:1][C:2]1[CH:3]=[C:4]2[C:8](=[CH:9][CH:10]=1)[NH:7][CH:6]=[CH:5]2.C(N(CC)CC)C.[CH3:18][C:19]([O:22][C:23](O[C:23]([O:22][C:19]([CH3:21])([CH3:20])[CH3:18])=[O:24])=[O:24])([CH3:21])[CH3:20]. The catalyst is CO. The product is [C:19]([O:22][C:23](=[O:24])[NH:1][C:2]1[CH:3]=[C:4]2[C:8](=[CH:9][CH:10]=1)[NH:7][CH:6]=[CH:5]2)([CH3:21])([CH3:20])[CH3:18]. The yield is 0.940.